Dataset: Forward reaction prediction with 1.9M reactions from USPTO patents (1976-2016). Task: Predict the product of the given reaction. (1) Given the reactants [NH:1]1[CH2:5][CH2:4][N:3]=[C:2]1[CH2:6][CH:7]([C:14]1[CH:15]=[C:16]([NH2:20])[CH:17]=[CH:18][CH:19]=1)[C:8]1[CH:13]=[CH:12][CH:11]=[CH:10][N:9]=1.[C:21]([O-])(=O)/[CH:22]=[CH:23]/[C:24]([O-:26])=O.C(N([CH2:34][CH3:35])CC)C.[CH2:36]1[CH2:40][O:39][CH2:38][CH2:37]1, predict the reaction product. The product is: [C:24]([C:23]1[CH:22]=[CH:21][C:36]([C:40]([NH:20][C:16]2[CH:17]=[CH:18][CH:19]=[C:14]([CH:7]([C:8]3[CH:13]=[CH:12][CH:11]=[CH:10][N:9]=3)[CH2:6][C:2]3[NH:1][CH2:5][CH2:4][N:3]=3)[CH:15]=2)=[O:39])=[CH:37][CH:38]=1)(=[O:26])[C:35]1[CH:34]=[CH:8][CH:7]=[CH:6][CH:2]=1. (2) The product is: [CH3:36][O:37][C:38]1[C:43]([O:44][CH2:45][O:46][CH2:47][CH2:48][Si:49]([CH3:52])([CH3:51])[CH3:50])=[CH:42][C:41]([CH2:53][OH:54])=[C:40]([C:2]2[CH:10]=[C:9]3[C:5]([C:6]([C:19]4[N:23]([CH2:24][O:25][CH2:26][CH2:27][Si:28]([CH3:30])([CH3:29])[CH3:31])[C:22]5[CH:32]=[CH:33][CH:34]=[CH:35][C:21]=5[N:20]=4)=[N:7][N:8]3[CH2:11][O:12][CH2:13][CH2:14][Si:15]([CH3:18])([CH3:17])[CH3:16])=[CH:4][CH:3]=2)[CH:39]=1. Given the reactants I[C:2]1[CH:10]=[C:9]2[C:5]([C:6]([C:19]3[N:23]([CH2:24][O:25][CH2:26][CH2:27][Si:28]([CH3:31])([CH3:30])[CH3:29])[C:22]4[CH:32]=[CH:33][CH:34]=[CH:35][C:21]=4[N:20]=3)=[N:7][N:8]2[CH2:11][O:12][CH2:13][CH2:14][Si:15]([CH3:18])([CH3:17])[CH3:16])=[CH:4][CH:3]=1.[CH3:36][O:37][C:38]1[C:43]([O:44][CH2:45][O:46][CH2:47][CH2:48][Si:49]([CH3:52])([CH3:51])[CH3:50])=[CH:42][C:41]([CH2:53][OH:54])=[C:40]([Sn](C)(C)C)[CH:39]=1, predict the reaction product.